The task is: Predict which catalyst facilitates the given reaction.. This data is from Catalyst prediction with 721,799 reactions and 888 catalyst types from USPTO. (1) Reactant: [C:1]1([S:7]([NH2:10])(=[O:9])=[O:8])[CH:6]=[CH:5][CH:4]=[CH:3][CH:2]=1.Br[CH2:12][C:13]1[N:14]=[CH:15][S:16][C:17]=1[CH2:18]Br.[H-].[Na+].O. Product: [C:1]1([S:7]([N:10]2[CH2:18][C:17]3[S:16][CH:15]=[N:14][C:13]=3[CH2:12]2)(=[O:9])=[O:8])[CH:6]=[CH:5][CH:4]=[CH:3][CH:2]=1. The catalyst class is: 454. (2) The catalyst class is: 4. Reactant: [CH3:1][C:2]1[CH:7]=[CH:6][C:5]([N:8]2[CH2:12][CH2:11][CH2:10][CH2:9]2)=[CH:4][C:3]=1[N:13]1[CH2:18][CH2:17][N:16](C(OC(C)(C)C)=O)[CH2:15][C:14]1=[O:26].FC(F)(F)C(O)=O. Product: [CH3:1][C:2]1[CH:7]=[CH:6][C:5]([N:8]2[CH2:12][CH2:11][CH2:10][CH2:9]2)=[CH:4][C:3]=1[N:13]1[CH2:18][CH2:17][NH:16][CH2:15][C:14]1=[O:26].